From a dataset of Full USPTO retrosynthesis dataset with 1.9M reactions from patents (1976-2016). Predict the reactants needed to synthesize the given product. (1) The reactants are: [Li+].CC([N-]C(C)C)C.CN1C(=O)N(C)CCC1.[CH3:18][S:19]([C:22]1[CH:27]=[CH:26][C:25]([CH2:28][C:29]([O:31][CH2:32][CH3:33])=[O:30])=[CH:24][CH:23]=1)(=[O:21])=[O:20].[O:34]1[CH2:39][CH2:38][CH:37]([CH:40]=O)[CH2:36][CH2:35]1. Given the product [CH3:18][S:19]([C:22]1[CH:23]=[CH:24][C:25](/[C:28](=[CH:40]\[CH:37]2[CH2:38][CH2:39][O:34][CH2:35][CH2:36]2)/[C:29]([O:31][CH2:32][CH3:33])=[O:30])=[CH:26][CH:27]=1)(=[O:20])=[O:21], predict the reactants needed to synthesize it. (2) Given the product [C:33]1([O:32][C:30](=[O:31])[NH:1][C:2]2[CH:22]=[C:21]([C:23]3[N:27]=[C:26]([CH3:28])[O:25][N:24]=3)[CH:20]=[CH:19][C:3]=2[CH2:4][NH:5][C:6](=[O:18])[C:7]2[CH:12]=[C:11]([O:13][CH3:14])[C:10]([CH3:15])=[C:9]([O:16][CH3:17])[CH:8]=2)[CH:38]=[CH:37][CH:36]=[CH:35][CH:34]=1, predict the reactants needed to synthesize it. The reactants are: [NH2:1][C:2]1[CH:22]=[C:21]([C:23]2[N:27]=[C:26]([CH3:28])[O:25][N:24]=2)[CH:20]=[CH:19][C:3]=1[CH2:4][NH:5][C:6](=[O:18])[C:7]1[CH:12]=[C:11]([O:13][CH3:14])[C:10]([CH3:15])=[C:9]([O:16][CH3:17])[CH:8]=1.Cl[C:30]([O:32][C:33]1[CH:38]=[CH:37][CH:36]=[CH:35][CH:34]=1)=[O:31].C(=O)([O-])[O-].[K+].[K+]. (3) Given the product [I:23][C:19]([C:13]1[CH:18]=[CH:17][CH:16]=[CH:15][CH:14]=1)=[CH:20][CH2:21][OH:22], predict the reactants needed to synthesize it. The reactants are: COCCO[AlH2-]OCCOC.[Na+].[C:13]1([C:19]#[C:20][CH2:21][OH:22])[CH:18]=[CH:17][CH:16]=[CH:15][CH:14]=1.[I:23]Cl.C(O)(=O)C(C(C(O)=O)O)O.[Na].[K]. (4) The reactants are: [CH3:1][O:2][C:3]1[C:4]([C:14](=O)[CH2:15][CH3:16])=[C:5]([CH:9]=[C:10]([O:12][CH3:13])[CH:11]=1)[C:6](O)=[O:7].O.[NH2:19][NH2:20]. Given the product [CH3:1][O:2][C:3]1[CH:11]=[C:10]([O:12][CH3:13])[CH:9]=[C:5]2[C:4]=1[C:14]([CH2:15][CH3:16])=[N:19][NH:20][C:6]2=[O:7], predict the reactants needed to synthesize it. (5) Given the product [F:11][C:12]1[CH:31]=[CH:30][CH:29]=[C:28]([F:32])[C:13]=1[CH2:14][N:15]1[C:20]([CH3:21])=[C:19]([CH2:22][N:2]([CH2:3][CH2:4][C:5]2[CH:10]=[CH:9][CH:8]=[CH:7][N:6]=2)[CH3:1])[C:18](=[O:25])[C:17]([Br:26])=[C:16]1[CH3:27], predict the reactants needed to synthesize it. The reactants are: [CH3:1][NH:2][CH2:3][CH2:4][C:5]1[CH:10]=[CH:9][CH:8]=[CH:7][N:6]=1.[F:11][C:12]1[CH:31]=[CH:30][CH:29]=[C:28]([F:32])[C:13]=1[CH2:14][N:15]1[C:20]([CH3:21])=[C:19]([CH:22]=C=O)[C:18](=[O:25])[C:17]([Br:26])=[C:16]1[CH3:27].[BH-](OC(C)=O)(OC(C)=O)OC(C)=O.[Na+]. (6) Given the product [CH3:22][CH:21]([NH:23][S:2]([CH3:1])(=[O:5])=[O:3])[CH2:20][C:16]1[CH:17]=[CH:18][CH:19]=[C:14]([N+:11]([O-:13])=[O:12])[CH:15]=1, predict the reactants needed to synthesize it. The reactants are: [CH3:1][S:2]([O:5]S(C)(=O)=O)(=O)=[O:3].Cl.[N+:11]([C:14]1[CH:15]=[C:16]([CH2:20][CH:21]([NH2:23])[CH3:22])[CH:17]=[CH:18][CH:19]=1)([O-:13])=[O:12].N1C=CC=CC=1.CCN(C(C)C)C(C)C.